Predict the product of the given reaction. From a dataset of Forward reaction prediction with 1.9M reactions from USPTO patents (1976-2016). (1) Given the reactants [Br:1][C:2]1[N:7]=[CH:6][C:5](I)=[CH:4][N:3]=1.[C:9]([Si:11]([CH3:14])([CH3:13])[CH3:12])#[CH:10].C(N(CC)CC)C, predict the reaction product. The product is: [Br:1][C:2]1[N:7]=[CH:6][C:5]([C:10]#[C:9][Si:11]([CH3:14])([CH3:13])[CH3:12])=[CH:4][N:3]=1. (2) Given the reactants [CH:1]1[CH:2]=[CH:3][C:4]2N(O)N=[N:7][C:5]=2C=1.C(N)CCCC.CCN=C=NCCCN(C)C.[C:28]([O:32][C:33]([NH:35][C@@H:36]([CH2:40][C:41]1[CH:46]=[CH:45][CH:44]=[C:43]([N:47]2[CH2:51][C:50](=[O:52])[N:49]([CH2:53][C:54]3[CH:59]=[CH:58][C:57]([O:60][CH3:61])=[CH:56][CH:55]=3)[S:48]2(=[O:63])=[O:62])[CH:42]=1)[C:37](O)=[O:38])=[O:34])([CH3:31])([CH3:30])[CH3:29], predict the reaction product. The product is: [C:28]([O:32][C:33](=[O:34])[NH:35][C@H:36]([C:37](=[O:38])[NH:7][CH2:5][CH2:4][CH2:3][CH2:2][CH3:1])[CH2:40][C:41]1[CH:46]=[CH:45][CH:44]=[C:43]([N:47]2[CH2:51][C:50](=[O:52])[N:49]([CH2:53][C:54]3[CH:55]=[CH:56][C:57]([O:60][CH3:61])=[CH:58][CH:59]=3)[S:48]2(=[O:62])=[O:63])[CH:42]=1)([CH3:29])([CH3:31])[CH3:30]. (3) Given the reactants [O:1]1[CH2:6][CH2:5][CH:4]([CH:7]=[N:8][OH:9])[CH2:3][CH2:2]1.ClN1C(=O)CCC1=O.[C:18]([O:23][CH2:24][CH3:25])(=[O:22])[C:19]#[C:20][CH3:21].C(N(CC)CC)C, predict the reaction product. The product is: [CH2:24]([O:23][C:18]([C:19]1[C:7]([CH:4]2[CH2:5][CH2:6][O:1][CH2:2][CH2:3]2)=[N:8][O:9][C:20]=1[CH3:21])=[O:22])[CH3:25]. (4) The product is: [C:1]1(=[N:8][C:9]2[CH:14]=[CH:13][CH:12]=[CH:11][CH:10]=2)[CH2:6][CH2:5][CH2:4][CH2:3][CH2:2]1. Given the reactants [C:1]1(=O)[CH2:6][CH2:5][CH2:4][CH2:3][CH2:2]1.[NH2:8][C:9]1[CH:14]=[CH:13][CH:12]=[CH:11][CH:10]=1, predict the reaction product.